This data is from Catalyst prediction with 721,799 reactions and 888 catalyst types from USPTO. The task is: Predict which catalyst facilitates the given reaction. (1) Reactant: Cl[C:2](Cl)(Cl)[CH:3]([OH:5])O.S([O-])([O-])(=O)=O.[Na+].[Na+].[F:15][C:16]1[CH:17]=[C:18]([CH:20]=[CH:21][CH:22]=1)[NH2:19].Cl.Cl.[NH2:25][OH:26]. Product: [F:15][C:16]1[CH:17]=[C:18]([NH:19][C:3](=[O:5])[CH:2]=[N:25][OH:26])[CH:20]=[CH:21][CH:22]=1. The catalyst class is: 6. (2) Reactant: [C:1]([O:5][C:6]([N:8]1[CH2:12][CH2:11][C@@H:10]([C@@H:13]([OH:20])[C:14]2[CH:19]=[CH:18][CH:17]=[CH:16][CH:15]=2)[CH2:9]1)=[O:7])([CH3:4])([CH3:3])[CH3:2].[Cl:21][C:22]1[C:27]([F:28])=[CH:26][CH:25]=[C:24]([F:29])[C:23]=1O.C1C=CC(P(C2C=CC=CC=2)C2C=CC=CC=2)=CC=1.C1COCC1.CC(OC(/N=N/C(OC(C)C)=O)=O)C. Product: [C:1]([O:5][C:6]([N:8]1[CH2:12][CH2:11][C@@H:10]([C@H:13]([O:20][C:23]2[C:24]([F:29])=[CH:25][CH:26]=[C:27]([F:28])[C:22]=2[Cl:21])[C:14]2[CH:15]=[CH:16][CH:17]=[CH:18][CH:19]=2)[CH2:9]1)=[O:7])([CH3:4])([CH3:2])[CH3:3]. The catalyst class is: 25. (3) Reactant: Cl.[NH2:2][C@H:3]1[CH2:7][CH2:6][N:5]([CH2:8][C:9]2[CH:10]=[C:11]3[C:16](=[CH:17][CH:18]=2)[N:15]=[CH:14][CH:13]=[C:12]3[Cl:19])[C:4]1=[O:20].[S:21]1[C:25]2[CH:26]=[CH:27][CH:28]=[CH:29][C:24]=2[CH:23]=[C:22]1[S:30](Cl)(=[O:32])=[O:31]. Product: [Cl:19][C:12]1[C:11]2[C:16](=[CH:17][CH:18]=[C:9]([CH2:8][N:5]3[CH2:6][CH2:7][C@H:3]([NH:2][S:30]([C:22]4[S:21][C:25]5[CH:26]=[CH:27][CH:28]=[CH:29][C:24]=5[CH:23]=4)(=[O:31])=[O:32])[C:4]3=[O:20])[CH:10]=2)[N:15]=[CH:14][CH:13]=1. The catalyst class is: 23. (4) Reactant: [H-].[Na+].[NH:3]1[CH:7]=[C:6]([CH:8]=[O:9])[N:5]=[CH:4]1.Cl[C:11]1[CH:16]=[N:15][CH:14]=[CH:13][N:12]=1. Product: [N:12]1[CH:13]=[CH:14][N:15]=[CH:16][C:11]=1[N:3]1[CH:7]=[C:6]([CH:8]=[O:9])[N:5]=[CH:4]1. The catalyst class is: 3. (5) Reactant: [CH3:1][C:2]([CH3:27])([CH3:26])[C@H:3]([N:11]1[CH2:15][C:14](=[O:16])[N:13]([CH2:17][C:18]2[CH:23]=[CH:22][CH:21]=[C:20]([CH3:24])[N:19]=2)[C:12]1=[O:25])[C:4]([O:6]C(C)(C)C)=[O:5].FC(F)(F)C(O)=O. Product: [CH3:1][C:2]([CH3:27])([CH3:26])[C@H:3]([N:11]1[CH2:15][C:14](=[O:16])[N:13]([CH2:17][C:18]2[CH:23]=[CH:22][CH:21]=[C:20]([CH3:24])[N:19]=2)[C:12]1=[O:25])[C:4]([OH:6])=[O:5]. The catalyst class is: 4. (6) Reactant: [C:1]([C:5]1[CH:6]=[C:7]([NH:17][C:18](OC2C=CC=CC=2)=[O:19])[C:8]([O:15][CH3:16])=[C:9]([CH:14]=1)[C:10]([O:12][CH3:13])=[O:11])([CH3:4])([CH3:3])[CH3:2].[NH2:27][C:28]1[C:37]2[C:32](=[CH:33][CH:34]=[CH:35][CH:36]=2)[C:31]([O:38][C:39]2[CH:44]=[CH:43][N:42]=[C:41]([NH:45][CH2:46][C:47]3[CH:52]=[CH:51][CH:50]=[CH:49][N:48]=3)[CH:40]=2)=[CH:30][CH:29]=1.CCN(CC)CC. Product: [C:1]([C:5]1[CH:6]=[C:7]([NH:17][C:18]([NH:27][C:28]2[C:37]3[C:32](=[CH:33][CH:34]=[CH:35][CH:36]=3)[C:31]([O:38][C:39]3[CH:44]=[CH:43][N:42]=[C:41]([NH:45][CH2:46][C:47]4[CH:52]=[CH:51][CH:50]=[CH:49][N:48]=4)[CH:40]=3)=[CH:30][CH:29]=2)=[O:19])[C:8]([O:15][CH3:16])=[C:9]([CH:14]=1)[C:10]([O:12][CH3:13])=[O:11])([CH3:2])([CH3:4])[CH3:3]. The catalyst class is: 480.